Dataset: Forward reaction prediction with 1.9M reactions from USPTO patents (1976-2016). Task: Predict the product of the given reaction. The product is: [NH2:1][C:2]1[N:7]=[C:6]([O:8][CH3:9])[N:5]=[C:4]([CH2:25][CH2:24][CH2:23][CH2:22][O:21][C:18](=[O:20])[CH3:19])[CH:3]=1. Given the reactants [NH2:1][C:2]1[N:7]=[C:6]([O:8][CH3:9])[NH:5][C:4](=O)[CH:3]=1.C([O-])([O-])=O.[K+].[K+].[Cl-].[C:18]([O:21][CH2:22][CH2:23][CH2:24][CH2:25]Br)(=[O:20])[CH3:19], predict the reaction product.